From a dataset of Full USPTO retrosynthesis dataset with 1.9M reactions from patents (1976-2016). Predict the reactants needed to synthesize the given product. (1) Given the product [CH2:2]([C:1]1[N:12]([CH3:11])[C:13]([SH:16])=[N:14][N:15]=1)[CH2:3][CH2:4][CH2:5][CH2:6][CH2:7][CH3:8], predict the reactants needed to synthesize it. The reactants are: [C:1](Cl)(=O)[CH2:2][CH2:3][CH2:4][CH2:5][CH2:6][CH2:7][CH3:8].[CH3:11][NH:12][C:13](=[S:16])[NH:14][NH2:15].[OH-].[K+]. (2) Given the product [CH2:23]([N:14]1[CH2:15][CH2:16][CH2:17][C@H:12]([C@@H:11]([C:2]2[CH:3]=[CH:4][C:5]3[C:10](=[CH:9][CH:8]=[CH:7][CH:6]=3)[CH:1]=2)[N:18]2[N:22]=[N:21][CH:20]=[N:19]2)[CH2:13]1)[CH3:24], predict the reactants needed to synthesize it. The reactants are: [CH:1]1[C:10]2[C:5](=[CH:6][CH:7]=[CH:8][CH:9]=2)[CH:4]=[CH:3][C:2]=1[C@@H:11]([N:18]1[N:22]=[N:21][CH:20]=[N:19]1)[C@H:12]1[CH2:17][CH2:16][CH2:15][NH:14][CH2:13]1.[CH2:23](N(CC)CC)[CH3:24].ICC. (3) Given the product [C:62]([O:61][C:59](=[O:60])[NH:32][C@H:22]([C@@H:23]1[CH2:27][C@@H:26]([CH2:28][CH2:29][CH3:30])[C:1](=[O:4])[O:3]1)[CH2:21][N:17]1[CH2:18][C:19](=[O:20])[N:14]([C:9]2[CH:10]=[CH:11][CH:12]=[CH:13][C:8]=2[Cl:7])[CH2:15][C:16]1([CH3:45])[CH3:46])([CH3:65])([CH3:64])[CH3:63], predict the reactants needed to synthesize it. The reactants are: [C:1](=[O:4])([O-:3])[O-].[Cs+].[Cs+].[Cl:7][C:8]1[CH:13]=[CH:12][CH:11]=[CH:10][C:9]=1[N:14]1[C:19](=[O:20])[CH2:18][N:17]([CH2:21][C@H:22]([NH:32]S(C2C=CC=CC=2[N+]([O-])=O)(=O)=O)[C@@H:23]2[CH2:27][C@@H:26]([CH2:28][CH2:29][CH3:30])C(=O)O2)[C:16]([CH3:46])([CH3:45])[CH2:15]1.C1(S)C=CC=CC=1.C(=O)(O)[O-].[Na+].[C:59](OC(OC(C)(C)C)=O)([O:61][C:62]([CH3:65])([CH3:64])[CH3:63])=[O:60].N[C@H]([C@@H]1C[C@@H](CCC)C(=O)O1)CN1C(C)(C)CN(C2C=CC=CC=2Cl)C(=O)C1. (4) Given the product [OH:7][CH2:6][C:5]1[CH:10]=[CH:11][C:2]([CH3:1])=[N:3][CH:4]=1, predict the reactants needed to synthesize it. The reactants are: [CH3:1][C:2]1[CH:11]=[CH:10][C:5]([C:6](OC)=[O:7])=[CH:4][N:3]=1.[H-].[H-].[H-].[H-].[Li+].[Al+3].O. (5) Given the product [OH:18][CH:15]1[C:14]2[S:13][C:12]([C:19]([NH2:21])=[O:20])=[N:11][C:10]=2[C:9]2[CH:22]=[C:5]([C:4]#[C:3][C:2]([OH:1])([CH3:23])[CH3:24])[CH:6]=[CH:7][C:8]=2[O:17][CH2:16]1, predict the reactants needed to synthesize it. The reactants are: [OH:1][C:2]([CH3:24])([CH3:23])[C:3]#[C:4][C:5]1[CH:6]=[CH:7][C:8]2[O:17][CH2:16][C:15](=[O:18])[C:14]3[S:13][C:12]([C:19]([NH2:21])=[O:20])=[N:11][C:10]=3[C:9]=2[CH:22]=1.[BH4-].[Na+].O.